From a dataset of Reaction yield outcomes from USPTO patents with 853,638 reactions. Predict the reaction yield, written as a fraction of the theoretical maximum amount of product (1.0 means a 100% yield; for example, 0.34 means a 34% yield). The reactants are [Br:1][C:2]1[CH:13]=[C:6]2[NH:7]C(=O)O[C:10](=[O:11])[CH:5]2[C:4](OC)([CH3:14])[C:3]=1[I:17].[C:18]([O-:21])(=O)C.[NH4+:22]. The catalyst is CN(C)C=O. The product is [NH2:7][C:6]1[C:13]([O:21][CH3:18])=[C:2]([Br:1])[C:3]([I:17])=[C:4]([CH3:14])[C:5]=1[C:10]([NH2:22])=[O:11]. The yield is 0.500.